Task: Predict the reactants needed to synthesize the given product.. Dataset: Full USPTO retrosynthesis dataset with 1.9M reactions from patents (1976-2016) (1) Given the product [C:22]1([CH2:21][C:8]2[CH:7]=[CH:6][CH:5]=[C:4]([O:9][CH3:10])[C:3]=2[OH:2])[CH2:23][CH2:24][CH2:25][CH:20]=1, predict the reactants needed to synthesize it. The reactants are: C[O:2][C:3]1[CH:8]=[CH:7][CH:6]=[CH:5][C:4]=1[O:9][CH:10]1CCCC1=C.Cl.C(N(CC)[C:20]1[CH:25]=[CH:24][CH:23]=[CH:22][CH:21]=1)C. (2) The reactants are: Cl.Cl.[NH2:3][C@@H:4]([CH:29]1[CH2:34][CH2:33][CH2:32][CH2:31][CH2:30]1)[C:5]([N:7]1[C@H:12]([C:13]([NH:15][C@H:16]2[C:25]3[C:20](=[CH:21][CH:22]=[CH:23][CH:24]=3)[O:19][CH2:18][CH2:17]2)=[O:14])[CH2:11][N:10]2[CH2:26][CH2:27][CH2:28][C@H:9]2[CH2:8]1)=[O:6].[C:35]([O:39][C:40]([N:42]([CH3:48])[C@H:43]([C:45](O)=[O:46])[CH3:44])=[O:41])([CH3:38])([CH3:37])[CH3:36].C(N(C(C)C)C(C)C)C.F[P-](F)(F)(F)(F)F.N1(OC(N(C)C)=[N+](C)C)C2N=CC=CC=2N=N1. Given the product [C:35]([O:39][C:40](=[O:41])[N:42]([C@@H:43]([CH3:44])[C:45]([NH:3][C@@H:4]([CH:29]1[CH2:34][CH2:33][CH2:32][CH2:31][CH2:30]1)[C:5]([N:7]1[C@H:12]([C:13](=[O:14])[NH:15][C@H:16]2[C:25]3[C:20](=[CH:21][CH:22]=[CH:23][CH:24]=3)[O:19][CH2:18][CH2:17]2)[CH2:11][N:10]2[CH2:26][CH2:27][CH2:28][C@H:9]2[CH2:8]1)=[O:6])=[O:46])[CH3:48])([CH3:38])([CH3:36])[CH3:37], predict the reactants needed to synthesize it.